From a dataset of hERG Central: cardiac toxicity at 1µM, 10µM, and general inhibition. Predict hERG channel inhibition at various concentrations. (1) The molecule is O=C(C1=C[C@@H](c2coc3ccccc3c2=O)C[C@@H](OCc2ccc(CO)cc2)O1)N1CCCCCCC1. Results: hERG_inhib (hERG inhibition (general)): blocker. (2) The molecule is CCN(CC)CCCNC(=S)Nc1ccc(Br)cc1. Results: hERG_inhib (hERG inhibition (general)): blocker. (3) The molecule is COC(=O)C1=C(C)NC(C)=C(C(=O)OCC(C)C)C1c1ccccc1[N+](=O)[O-]. Results: hERG_inhib (hERG inhibition (general)): blocker. (4) The drug is COc1c(C)cc(C(=O)C2CCCN(Cc3ccc(Oc4ncccn4)cc3)C2)cc1C. Results: hERG_inhib (hERG inhibition (general)): blocker. (5) The compound is O=C(O)C(=O)O.c1ccc(-c2ccccc2OCCCN2CCCC2)cc1. Results: hERG_inhib (hERG inhibition (general)): blocker. (6) The molecule is Cc1ccccc1CN1C(=O)c2ccccc2Sc2ccc(C(=O)NCCCN3CCOCC3)cc21. Results: hERG_inhib (hERG inhibition (general)): blocker. (7) The compound is O=C(c1ccco1)N1CCN(Cc2cc(=O)c(OCc3cccc(Cl)c3)co2)CC1. Results: hERG_inhib (hERG inhibition (general)): blocker. (8) The drug is OCCC1CN(Cc2nc3ccccc3s2)CCN1CCc1ccccc1. Results: hERG_inhib (hERG inhibition (general)): blocker. (9) The compound is CCCCCCCNC(=O)C1(CC2CC(c3ccccc3)=NO2)CCNCC1. Results: hERG_inhib (hERG inhibition (general)): blocker. (10) The compound is CC(=O)c1c(C)nn(CC(=O)NC2CCCN(Cc3ccc(CC(C)C)cc3)C2)c1C. Results: hERG_inhib (hERG inhibition (general)): blocker.